This data is from Forward reaction prediction with 1.9M reactions from USPTO patents (1976-2016). The task is: Predict the product of the given reaction. (1) Given the reactants [N+]([C:4]1C=[C:6]2[CH:12]=[C:11]([C:13]([OH:15])=O)[NH:10][C:7]2=[N:8][CH:9]=1)([O-])=O.[CH3:16][N:17]([CH3:20])[CH:18]=O, predict the reaction product. The product is: [NH:10]1[CH2:7][CH2:6][O:15][CH2:13][CH2:11]1.[CH3:16][N:17]([CH3:20])[CH2:18][CH2:4][CH2:9][N:8]=[C:7]=[N:10][CH2:11][CH3:12]. (2) Given the reactants [F:1][C:2]1[CH:7]=[CH:6][C:5]([C:8]2[N:12]([CH2:13][C:14]([O:16][CH2:17][CH3:18])=[O:15])[N:11]=[C:10]([CH3:19])[CH:9]=2)=[CH:4][CH:3]=1.[Br:20]N1C(=O)CCC1=O, predict the reaction product. The product is: [CH2:17]([O:16][C:14](=[O:15])[CH2:13][N:12]1[C:8]([C:5]2[CH:4]=[CH:3][C:2]([F:1])=[CH:7][CH:6]=2)=[C:9]([Br:20])[C:10]([CH3:19])=[N:11]1)[CH3:18]. (3) Given the reactants [CH3:1][N:2]1[C:10]2[C@@:9]3([CH3:14])[C:11]([CH3:13])([CH3:12])[C@H:6]([CH2:7][CH2:8]3)[C:5]=2[C:4](=[O:15])[NH:3]1.I[C:17]1[CH:18]=[C:19]([O:23][CH3:24])[CH:20]=[CH:21][CH:22]=1.N1C=CC=CC=1C(O)=O.C(=O)(O)[O-].[K+], predict the reaction product. The product is: [CH3:24][O:23][C:19]1[CH:18]=[C:17]([N:3]2[C:4](=[O:15])[C:5]3[C@@H:6]4[C:11]([CH3:12])([CH3:13])[C@@:9]([CH3:14])([CH2:8][CH2:7]4)[C:10]=3[N:2]2[CH3:1])[CH:22]=[CH:21][CH:20]=1.